Dataset: Full USPTO retrosynthesis dataset with 1.9M reactions from patents (1976-2016). Task: Predict the reactants needed to synthesize the given product. (1) Given the product [CH3:19][C:6]1[CH:5]=[C:3]([NH:4][C:21]2[N:26]=[C:25]([NH:27][C:28]3[CH:32]=[C:31]([CH3:33])[NH:30][N:29]=3)[C:24]([C:34]([F:35])([F:37])[F:36])=[CH:23][N:22]=2)[C:2]([CH3:1])=[CH:8][C:7]=1[CH:9]1[CH2:10][CH2:11][C:12](=[O:16])[CH2:17][CH2:18]1, predict the reactants needed to synthesize it. The reactants are: [CH3:1][C:2]1[CH:8]=[C:7]([CH:9]2[CH2:18][CH2:17][C:12]3([O:16]CCO3)[CH2:11][CH2:10]2)[C:6]([CH3:19])=[CH:5][C:3]=1[NH2:4].Cl[C:21]1[N:26]=[C:25]([NH:27][C:28]2[CH:32]=[C:31]([CH3:33])[NH:30][N:29]=2)[C:24]([C:34]([F:37])([F:36])[F:35])=[CH:23][N:22]=1.Cl.CO. (2) Given the product [O:12]=[C:9]1[C@@H:8]([NH3+:7])[CH2:11][O:10]1.[C:14]1([CH3:24])[CH:15]=[CH:16][C:17]([S:20]([O-:23])(=[O:21])=[O:22])=[CH:18][CH:19]=1, predict the reactants needed to synthesize it. The reactants are: C(OC(=O)[NH:7][C@H:8]1[CH2:11][O:10][C:9]1=[O:12])(C)(C)C.[C:14]1([CH3:24])[CH:19]=[CH:18][C:17]([S:20]([OH:23])(=[O:22])=[O:21])=[CH:16][CH:15]=1.O=P12OP3(OP(OP(O3)(O1)=O)(=O)O2)=O.FC(F)(F)C(O)=O.